From a dataset of Reaction yield outcomes from USPTO patents with 853,638 reactions. Predict the reaction yield, written as a fraction of the theoretical maximum amount of product (1.0 means a 100% yield; for example, 0.34 means a 34% yield). (1) The reactants are [O:1]=[C:2]1[NH:7][C:6]2[CH:8]=[C:9]([CH2:12][N:13]3[CH2:18][CH2:17][N:16]([C:19]4[CH:27]=[CH:26][C:22]([C:23]([OH:25])=O)=[CH:21][CH:20]=4)[CH2:15][CH2:14]3)[CH:10]=[N:11][C:5]=2[N:4]2[CH2:28][CH2:29][CH2:30][CH2:31][C@@H:3]12.[CH2:32]([N:34](C(C)C)C(C)C)[CH3:33].Cl.C(N)C. The catalyst is CN(C=O)C. The product is [CH2:32]([NH:34][C:23](=[O:25])[C:22]1[CH:21]=[CH:20][C:19]([N:16]2[CH2:17][CH2:18][N:13]([CH2:12][C:9]3[CH:10]=[N:11][C:5]4[N:4]5[CH2:28][CH2:29][CH2:30][CH2:31][C@H:3]5[C:2](=[O:1])[NH:7][C:6]=4[CH:8]=3)[CH2:14][CH2:15]2)=[CH:27][CH:26]=1)[CH3:33]. The yield is 0.850. (2) The reactants are [Cl:1][C:2]1[CH:7]=[CH:6][C:5]([C:8]2([C:13]3[CH:14]=[C:15]4[C:20](=[CH:21][CH:22]=3)[NH:19][C:18](=[O:23])[CH:17]=[C:16]4[C:24]3[CH:29]=[CH:28][CH:27]=[C:26]([O:30][CH3:31])[CH:25]=3)OCC[O:9]2)=[CH:4][CH:3]=1. The catalyst is Cl.CO. The product is [Cl:1][C:2]1[CH:7]=[CH:6][C:5]([C:8]([C:13]2[CH:14]=[C:15]3[C:20](=[CH:21][CH:22]=2)[NH:19][C:18](=[O:23])[CH:17]=[C:16]3[C:24]2[CH:29]=[CH:28][CH:27]=[C:26]([O:30][CH3:31])[CH:25]=2)=[O:9])=[CH:4][CH:3]=1. The yield is 0.940.